The task is: Predict the product of the given reaction.. This data is from Forward reaction prediction with 1.9M reactions from USPTO patents (1976-2016). Given the reactants [OH:1][C:2]1[CH:6]([CH2:7][CH:8]([CH3:10])[CH3:9])[O:5][C:4](=[O:11])[CH:3]=1.[CH:12](=O)[C:13]1[CH:18]=[CH:17][CH:16]=[CH:15][CH:14]=1.[NH:20]1[C:28]2[C:23](=[CH:24][CH:25]=[CH:26][CH:27]=2)[C:22]([CH2:29][CH2:30][NH:31][C:32](=[O:34])[CH3:33])=[CH:21]1, predict the reaction product. The product is: [OH:1][C:2]1[CH:6]([CH2:7][CH:8]([CH3:9])[CH3:10])[O:5][C:4](=[O:11])[C:3]=1[CH:12]([C:13]1[CH:18]=[CH:17][CH:16]=[CH:15][CH:14]=1)[C:21]1[NH:20][C:28]2[C:23]([C:22]=1[CH2:29][CH2:30][NH:31][C:32](=[O:34])[CH3:33])=[CH:24][CH:25]=[CH:26][CH:27]=2.